This data is from Catalyst prediction with 721,799 reactions and 888 catalyst types from USPTO. The task is: Predict which catalyst facilitates the given reaction. Reactant: [CH3:1][C:2]1[NH:7][C:6](=O)[C:5](I)=[C:4]([CH3:10])[N:3]=1.[C:11]([C:13]1[CH:18]=[CH:17][C:16]([C:19]([F:22])([F:21])[F:20])=[CH:15][CH:14]=1)#[CH:12].C(N(CC)CC)C.O=P(Cl)(Cl)[Cl:32]. Product: [Cl:32][C:6]1[C:5]([C:12]#[C:11][C:13]2[CH:18]=[CH:17][C:16]([C:19]([F:20])([F:21])[F:22])=[CH:15][CH:14]=2)=[C:4]([CH3:10])[N:3]=[C:2]([CH3:1])[N:7]=1. The catalyst class is: 747.